Dataset: Experimental lipophilicity measurements (octanol/water distribution) for 4,200 compounds from AstraZeneca. Task: Regression/Classification. Given a drug SMILES string, predict its absorption, distribution, metabolism, or excretion properties. Task type varies by dataset: regression for continuous measurements (e.g., permeability, clearance, half-life) or binary classification for categorical outcomes (e.g., BBB penetration, CYP inhibition). For this dataset (lipophilicity_astrazeneca), we predict Y. The molecule is CSCCC(NC(=O)c1sccc1Cl)c1nc2ccccc2[nH]1. The Y is 3.69 logD.